From a dataset of Full USPTO retrosynthesis dataset with 1.9M reactions from patents (1976-2016). Predict the reactants needed to synthesize the given product. (1) The reactants are: C([O-])(=O)COCC([O-])=O.[Zn+2:10].[C:11]([OH:20])(=[O:19])[CH2:12][CH2:13][CH2:14][CH2:15][C:16]([OH:18])=[O:17].C(O)(=O)COCC(O)=O. Given the product [C:11]([O-:20])(=[O:19])[CH2:12][CH2:13][CH2:14][CH2:15][C:16]([O-:18])=[O:17].[Zn+2:10], predict the reactants needed to synthesize it. (2) The reactants are: Cl[CH2:2][C:3]1[CH:31]=[CH:30][C:6]([C:7]([NH:9][C:10]2[C:11]([CH3:29])=[CH:12][CH:13]=[C:14]([NH:16][C:17]3[N:22]=[C:21]([C:23]4[CH:24]=[N:25][CH:26]=[CH:27][CH:28]=4)[CH:20]=[CH:19][N:18]=3)[CH:15]=2)=[O:8])=[CH:5][CH:4]=1.N1C=CC=CC=1.[CH3:38][N:39]1[CH2:45][CH2:44][CH2:43][NH:42][CH2:41][CH2:40]1. Given the product [CH3:38][N:39]1[CH2:45][CH2:44][CH2:43][N:42]([CH2:2][C:3]2[CH:31]=[CH:30][C:6]([C:7]([NH:9][C:10]3[CH:15]=[C:14]([NH:16][C:17]4[N:22]=[C:21]([C:23]5[CH:24]=[N:25][CH:26]=[CH:27][CH:28]=5)[CH:20]=[CH:19][N:18]=4)[CH:13]=[CH:12][C:11]=3[CH3:29])=[O:8])=[CH:5][CH:4]=2)[CH2:41][CH2:40]1, predict the reactants needed to synthesize it. (3) The reactants are: [CH:1]1([BH:7][CH:8]2[CH2:13][CH2:12][CH2:11][CH2:10][CH2:9]2)[CH2:6][CH2:5][CH2:4][CH2:3][CH2:2]1.[N:14]1[CH:19]=[CH:18][CH:17]=[CH:16][C:15]=1[CH3:20]. Given the product [CH:8]1([BH:7][CH:1]2[CH2:2][CH2:3][CH2:4][CH2:5][CH2:6]2)[CH2:9][CH2:10][CH2:11][CH2:12][CH2:13]1.[N:14]1[CH:19]=[CH:18][CH:17]=[CH:16][C:15]=1[CH3:20], predict the reactants needed to synthesize it. (4) Given the product [NH2:23][C@H:24]1[CH2:29][CH2:28][C@H:27]([NH:30][C:5]2[CH:4]=[C:3]([C:9]3[CH:14]=[CH:13][CH:12]=[C:11]([NH:15][CH2:16][CH:17]4[CH2:22][CH2:21][O:20][CH2:19][CH2:18]4)[N:10]=3)[C:2]([Cl:1])=[CH:7][N:6]=2)[CH2:26][CH2:25]1, predict the reactants needed to synthesize it. The reactants are: [Cl:1][C:2]1[C:3]([C:9]2[CH:14]=[CH:13][CH:12]=[C:11]([NH:15][CH2:16][CH:17]3[CH2:22][CH2:21][O:20][CH2:19][CH2:18]3)[N:10]=2)=[CH:4][C:5](F)=[N:6][CH:7]=1.[NH2:23][C@H:24]1[CH2:29][CH2:28][C@H:27]([NH2:30])[CH2:26][CH2:25]1. (5) Given the product [OH:33][C@H:32]([C:31]1[C:23]([CH3:22])=[C:24]2[C:28](=[CH:29][CH:30]=1)[C:27](=[O:35])[O:26][CH2:25]2)[CH2:34][N:19]1[CH2:20][CH2:21][C:15]2([O:14][CH2:13][CH2:12][N:11]([C:8]3[CH:9]=[N:10][C:5]([S:2]([CH3:1])(=[O:3])=[O:4])=[CH:6][CH:7]=3)[CH2:16]2)[CH2:17][CH2:18]1, predict the reactants needed to synthesize it. The reactants are: [CH3:1][S:2]([C:5]1[N:10]=[CH:9][C:8]([N:11]2[CH2:16][C:15]3([CH2:21][CH2:20][NH:19][CH2:18][CH2:17]3)[O:14][CH2:13][CH2:12]2)=[CH:7][CH:6]=1)(=[O:4])=[O:3].[CH3:22][C:23]1[C:31]([C@@H:32]2[CH2:34][O:33]2)=[CH:30][CH:29]=[C:28]2[C:24]=1[CH2:25][O:26][C:27]2=[O:35]. (6) Given the product [C:25]([O:29][C:30](=[O:45])[CH2:31][CH2:32][N:33]([C:38]([O:40][C:41]([CH3:44])([CH3:43])[CH3:42])=[O:39])[CH2:34][C:35]([N:21]1[C:22]2[C:18](=[CH:17][C:16]([O:15][CH2:14][C:5]3[CH:4]=[C:3]([C:1]#[N:2])[N:7]([C:8]4[CH:9]=[CH:10][CH:11]=[CH:12][CH:13]=4)[N:6]=3)=[CH:24][CH:23]=2)[CH2:19][CH2:20]1)=[O:36])([CH3:27])([CH3:28])[CH3:26], predict the reactants needed to synthesize it. The reactants are: [C:1]([C:3]1[N:7]([C:8]2[CH:13]=[CH:12][CH:11]=[CH:10][CH:9]=2)[N:6]=[C:5]([CH2:14][O:15][C:16]2[CH:17]=[C:18]3[C:22](=[CH:23][CH:24]=2)[NH:21][CH2:20][CH2:19]3)[CH:4]=1)#[N:2].[C:25]([O:29][C:30](=[O:45])[CH2:31][CH2:32][N:33]([C:38]([O:40][C:41]([CH3:44])([CH3:43])[CH3:42])=[O:39])[CH2:34][C:35](O)=[O:36])([CH3:28])([CH3:27])[CH3:26].CCN(C(C)C)C(C)C.C1C=CC2N(O)N=NC=2C=1.CCN=C=NCCCN(C)C.Cl.C(=O)(O)[O-].[Na+]. (7) Given the product [C:1]12([C:11]3[CH:12]=[CH:13][C:14]([O:15][CH2:16][C:17]([N:31]4[CH2:30][CH2:29][N:28]5[C:24]([C:23]([F:34])([F:22])[F:33])=[N:25][N:26]=[C:27]5[CH2:32]4)=[O:19])=[CH:20][CH:21]=3)[CH2:2][CH:3]3[CH2:4][CH:5]([CH2:6][CH:7]([CH2:9]3)[CH2:8]1)[CH2:10]2, predict the reactants needed to synthesize it. The reactants are: [C:1]12([C:11]3[CH:21]=[CH:20][C:14]([O:15][CH2:16][C:17]([OH:19])=O)=[CH:13][CH:12]=3)[CH2:10][CH:5]3[CH2:6][CH:7]([CH2:9][CH:3]([CH2:4]3)[CH2:2]1)[CH2:8]2.[F:22][C:23]([F:34])([F:33])[C:24]1[N:28]2[CH2:29][CH2:30][NH:31][CH2:32][C:27]2=[N:26][N:25]=1. (8) Given the product [CH2:38]([O:45][C:46](=[O:56])[CH2:47][C:48]1([C:53]([NH:17][CH:8]([CH2:7][C:4]2[CH:5]=[CH:6][C:1]([C:25]3[CH:26]=[CH:27][CH:28]=[CH:29][CH:30]=3)=[CH:2][CH:3]=2)[CH2:9][C:10]([O:12][C:13]([CH3:16])([CH3:14])[CH3:15])=[O:11])=[O:54])[CH2:49][CH2:50][CH2:51][CH2:52]1)[C:39]1[CH:44]=[CH:43][CH:42]=[CH:41][CH:40]=1, predict the reactants needed to synthesize it. The reactants are: [C:1]1([C:25]2[CH:30]=[CH:29][CH:28]=[CH:27][CH:26]=2)[CH:6]=[CH:5][C:4]([CH2:7][CH:8]([NH:17]C(OC(C)(C)C)=O)[CH2:9][C:10]([O:12][C:13]([CH3:16])([CH3:15])[CH3:14])=[O:11])=[CH:3][CH:2]=1.Cl.O1CCOCC1.[CH2:38]([O:45][C:46](=[O:56])[CH2:47][C:48]1([C:53](O)=[O:54])[CH2:52][CH2:51][CH2:50][CH2:49]1)[C:39]1[CH:44]=[CH:43][CH:42]=[CH:41][CH:40]=1.CCN=C=NCCCN(C)C.Cl.ON1C2N=CC=CC=2N=N1.CCN(C(C)C)C(C)C. (9) The reactants are: [F:1][C:2]1[C:16]([CH2:17][NH:18][C:19](=[O:25])[O:20][C:21]([CH3:24])([CH3:23])[CH3:22])=[CH:15][C:5]2[N:6]([CH:9]3[CH2:14][CH2:13][CH2:12][CH2:11][O:10]3)[CH:7]=[N:8][C:4]=2[CH:3]=1.[H-].[Na+].[CH3:28]I. Given the product [F:1][C:2]1[C:16]([CH2:17][N:18]([CH3:28])[C:19](=[O:25])[O:20][C:21]([CH3:22])([CH3:24])[CH3:23])=[CH:15][C:5]2[N:6]([CH:9]3[CH2:14][CH2:13][CH2:12][CH2:11][O:10]3)[CH:7]=[N:8][C:4]=2[CH:3]=1, predict the reactants needed to synthesize it. (10) Given the product [Cl:21][C:5]1[N:4]=[N:3][C:2]([NH:26][C:25]2[CH:27]=[CH:28][C:29]([N:31]3[CH2:36][CH2:35][CH:34]([N:37]4[CH2:42][CH2:41][P:40]([CH3:44])(=[O:43])[CH2:39][CH2:38]4)[CH2:33][CH2:32]3)=[CH:30][C:24]=2[O:23][CH3:22])=[N:7][C:6]=1[NH:8][C:9]1[CH:14]=[CH:13][CH:12]=[CH:11][C:10]=1[S:15]([CH:18]([CH3:20])[CH3:19])(=[O:17])=[O:16], predict the reactants needed to synthesize it. The reactants are: Cl[C:2]1[N:3]=[N:4][C:5]([Cl:21])=[C:6]([NH:8][C:9]2[CH:14]=[CH:13][CH:12]=[CH:11][C:10]=2[S:15]([CH:18]([CH3:20])[CH3:19])(=[O:17])=[O:16])[N:7]=1.[CH3:22][O:23][C:24]1[CH:30]=[C:29]([N:31]2[CH2:36][CH2:35][CH:34]([N:37]3[CH2:42][CH2:41][P:40]([CH3:44])(=[O:43])[CH2:39][CH2:38]3)[CH2:33][CH2:32]2)[CH:28]=[CH:27][C:25]=1[NH2:26].C12(CS(O)(=O)=O)C(C)(C)C(CC1)CC2=O.